Task: Regression. Given two drug SMILES strings and cell line genomic features, predict the synergy score measuring deviation from expected non-interaction effect.. Dataset: NCI-60 drug combinations with 297,098 pairs across 59 cell lines (1) Drug 1: CN1CCC(CC1)COC2=C(C=C3C(=C2)N=CN=C3NC4=C(C=C(C=C4)Br)F)OC. Drug 2: COCCOC1=C(C=C2C(=C1)C(=NC=N2)NC3=CC=CC(=C3)C#C)OCCOC.Cl. Cell line: PC-3. Synergy scores: CSS=11.7, Synergy_ZIP=-3.44, Synergy_Bliss=2.02, Synergy_Loewe=-2.39, Synergy_HSA=2.87. (2) Drug 1: COC1=CC(=CC(=C1O)OC)C2C3C(COC3=O)C(C4=CC5=C(C=C24)OCO5)OC6C(C(C7C(O6)COC(O7)C8=CC=CS8)O)O. Drug 2: C1=NC2=C(N=C(N=C2N1C3C(C(C(O3)CO)O)F)Cl)N. Cell line: PC-3. Synergy scores: CSS=18.4, Synergy_ZIP=-8.22, Synergy_Bliss=-7.78, Synergy_Loewe=-5.25, Synergy_HSA=-3.09. (3) Drug 1: C1=CN(C(=O)N=C1N)C2C(C(C(O2)CO)O)O.Cl. Drug 2: C1=NC2=C(N=C(N=C2N1C3C(C(C(O3)CO)O)F)Cl)N. Cell line: SK-MEL-5. Synergy scores: CSS=11.0, Synergy_ZIP=-3.95, Synergy_Bliss=0.206, Synergy_Loewe=-10.6, Synergy_HSA=1.58. (4) Drug 1: C1=CC(=CC=C1CC(C(=O)O)N)N(CCCl)CCCl.Cl. Drug 2: CC12CCC3C(C1CCC2O)C(CC4=C3C=CC(=C4)O)CCCCCCCCCS(=O)CCCC(C(F)(F)F)(F)F. Cell line: SW-620. Synergy scores: CSS=14.0, Synergy_ZIP=-5.25, Synergy_Bliss=-2.13, Synergy_Loewe=-4.52, Synergy_HSA=-5.11. (5) Drug 1: C1CCN(CC1)CCOC2=CC=C(C=C2)C(=O)C3=C(SC4=C3C=CC(=C4)O)C5=CC=C(C=C5)O. Drug 2: B(C(CC(C)C)NC(=O)C(CC1=CC=CC=C1)NC(=O)C2=NC=CN=C2)(O)O. Cell line: LOX IMVI. Synergy scores: CSS=6.02, Synergy_ZIP=2.71, Synergy_Bliss=-1.30, Synergy_Loewe=3.48, Synergy_HSA=1.09. (6) Drug 2: C1CC(=O)NC(=O)C1N2C(=O)C3=CC=CC=C3C2=O. Drug 1: CC12CCC3C(C1CCC2=O)CC(=C)C4=CC(=O)C=CC34C. Cell line: TK-10. Synergy scores: CSS=46.9, Synergy_ZIP=1.01, Synergy_Bliss=-0.469, Synergy_Loewe=-0.500, Synergy_HSA=-0.739. (7) Drug 1: C1=NNC2=C1C(=O)NC=N2. Drug 2: C1CN(P(=O)(OC1)NCCCl)CCCl. Cell line: UO-31. Synergy scores: CSS=-3.39, Synergy_ZIP=1.70, Synergy_Bliss=0.400, Synergy_Loewe=-1.12, Synergy_HSA=-3.14.